Dataset: Full USPTO retrosynthesis dataset with 1.9M reactions from patents (1976-2016). Task: Predict the reactants needed to synthesize the given product. (1) Given the product [Cl:14][C:9]1[C:10]([O:12][CH3:13])=[CH:11][C:6]([O:5][CH2:4][CH2:3][CH2:2][N:28]2[CH2:29][CH2:30][CH:25]([O:24][C:23]3[CH:33]=[CH:34][C:20]([Cl:19])=[CH:21][CH:22]=3)[C:26]([CH3:32])([CH3:31])[CH2:27]2)=[C:7]([NH:15][C:16](=[O:18])[CH3:17])[CH:8]=1, predict the reactants needed to synthesize it. The reactants are: Br[CH2:2][CH2:3][CH2:4][O:5][C:6]1[CH:11]=[C:10]([O:12][CH3:13])[C:9]([Cl:14])=[CH:8][C:7]=1[NH:15][C:16](=[O:18])[CH3:17].[Cl:19][C:20]1[CH:34]=[CH:33][C:23]([O:24][CH:25]2[CH2:30][CH2:29][NH:28][CH2:27][C:26]2([CH3:32])[CH3:31])=[CH:22][CH:21]=1.C([O-])([O-])=O.[K+].[K+]. (2) The reactants are: [Cl:1][C:2]1[C:3]([C:22]#[N:23])=[C:4]([NH:19][CH:20]=[NH:21])[N:5]([CH:7]2[CH2:12][CH2:11][N:10]([C:13]([O:15][CH:16]([CH3:18])[CH3:17])=[O:14])[CH2:9][CH2:8]2)[CH:6]=1.[Cl:24][C:25]1[C:26](Cl)=[N:27][CH:28]=[C:29]([CH:35]=1)[C:30]([N:32]([CH3:34])[CH3:33])=[O:31].C(P(C(C)(C)C)C1C=CC=CC=1C1C=CC=CC=1)(C)(C)C.CC(C)([O-])C.[Na+]. Given the product [Cl:1][C:2]1[C:3]2[C:22]([NH:23][C:26]3[C:25]([Cl:24])=[CH:35][C:29]([C:30](=[O:31])[N:32]([CH3:33])[CH3:34])=[CH:28][N:27]=3)=[N:21][CH:20]=[N:19][C:4]=2[N:5]([CH:7]2[CH2:12][CH2:11][N:10]([C:13]([O:15][CH:16]([CH3:18])[CH3:17])=[O:14])[CH2:9][CH2:8]2)[CH:6]=1, predict the reactants needed to synthesize it. (3) Given the product [Br:1][C:2]1[CH:3]=[C:4]2[N:10]=[C:9]([Cl:14])[NH:8][C:5]2=[N:6][CH:7]=1, predict the reactants needed to synthesize it. The reactants are: [Br:1][C:2]1[CH:3]=[C:4]2[NH:10][C:9](=O)[NH:8][C:5]2=[N:6][CH:7]=1.O=P(Cl)(Cl)[Cl:14]. (4) Given the product [OH:47][C@@H:26]([CH2:25][NH:24][CH2:23][CH2:22][C:21]1[CH:20]=[CH:19][C:18]([S:15]([CH2:14][C:11]2[N:10]=[C:9]([C:6]3[CH:5]=[CH:4][C:3]([O:2][CH3:1])=[CH:8][CH:7]=3)[O:13][N:12]=2)(=[O:17])=[O:16])=[CH:49][CH:48]=1)[CH2:27][O:28][C:29]1[CH:34]=[CH:33][C:32]([OH:35])=[C:31]([CH3:46])[CH:30]=1, predict the reactants needed to synthesize it. The reactants are: [CH3:1][O:2][C:3]1[CH:8]=[CH:7][C:6]([C:9]2[O:13][N:12]=[C:11]([CH2:14][S:15]([C:18]3[CH:49]=[CH:48][C:21]([CH2:22][CH2:23][NH:24][CH2:25][C@H:26]([OH:47])[CH2:27][O:28][C:29]4[CH:34]=[CH:33][C:32]([O:35][Si](C(C)C)(C(C)C)C(C)C)=[C:31]([CH3:46])[CH:30]=4)=[CH:20][CH:19]=3)(=[O:17])=[O:16])[N:10]=2)=[CH:5][CH:4]=1.CCCC[N+](CCCC)(CCCC)CCCC.[F-].